From a dataset of Full USPTO retrosynthesis dataset with 1.9M reactions from patents (1976-2016). Predict the reactants needed to synthesize the given product. Given the product [CH2:1]([O:5][CH2:6][CH2:7][O:8][C:9]1[CH:10]=[CH:11][C:12]([C:15]2[CH:20]=[CH:19][C:18]([N:21]3[CH2:25][CH:24]([CH3:26])[CH:23]([CH3:27])[CH2:22]3)=[C:17](/[CH:28]=[C:29](\[CH3:35])/[C:30]([OH:32])=[O:31])[CH:16]=2)=[CH:13][CH:14]=1)[CH2:2][CH2:3][CH3:4], predict the reactants needed to synthesize it. The reactants are: [CH2:1]([O:5][CH2:6][CH2:7][O:8][C:9]1[CH:14]=[CH:13][C:12]([C:15]2[CH:20]=[CH:19][C:18]([N:21]3[CH2:25][CH:24]([CH3:26])[CH:23]([CH3:27])[CH2:22]3)=[C:17](/[CH:28]=[C:29](\[CH3:35])/[C:30]([O:32]CC)=[O:31])[CH:16]=2)=[CH:11][CH:10]=1)[CH2:2][CH2:3][CH3:4].[OH-].[Na+].O.Cl.